Dataset: Catalyst prediction with 721,799 reactions and 888 catalyst types from USPTO. Task: Predict which catalyst facilitates the given reaction. (1) Reactant: [Si]([O:8][C@H:9]1[CH2:14][CH2:13][C@H:12]([N:15]2[C:19](=[O:20])[C:18]3=[CH:21][CH:22]=[CH:23][CH:24]=[C:17]3[C:16]2=[O:25])[CH2:11][CH2:10]1)(C(C)(C)C)(C)C.C([SiH](CC)CC)C.[Bi](Br)(Br)Br.[C:37]1(=O)[CH2:40][CH2:39][CH2:38]1. Product: [CH:37]1([O:8][C@H:9]2[CH2:14][CH2:13][C@H:12]([N:15]3[C:19](=[O:20])[C:18]4=[CH:21][CH:22]=[CH:23][CH:24]=[C:17]4[C:16]3=[O:25])[CH2:11][CH2:10]2)[CH2:40][CH2:39][CH2:38]1. The catalyst class is: 10. (2) Reactant: [C:1]([O:5][C:6]([NH:8][C@H:9]1[CH2:17][O:16][C:15](=[O:18])[C@H:14]([CH2:19]C(O)=O)[C@@H:13]([O:23][C:24](=[O:28])[CH:25]([CH3:27])[CH3:26])[C@H:12]([CH3:29])[O:11][C:10]1=[O:30])=[O:7])([CH3:4])([CH3:3])[CH3:2].CN1CCOCC1.C(OC(Cl)=O)C(C)C.[SH:46][C:47]1[CH:52]=[CH:51][CH:50]=[CH:49][N+:48]=1[O-].[Al]. Product: [C:24]([O:23][C@@H:13]1[C@@H:14]([CH2:19][S:46][C:47]2[CH:52]=[CH:51][CH:50]=[CH:49][N:48]=2)[C:15](=[O:18])[O:16][CH2:17][C@H:9]([NH:8][C:6]([O:5][C:1]([CH3:3])([CH3:2])[CH3:4])=[O:7])[C:10](=[O:30])[O:11][C@H:12]1[CH3:29])(=[O:28])[CH:25]([CH3:27])[CH3:26]. The catalyst class is: 1. (3) Reactant: [C:1]([C:5]1[CH:23]=[C:22]([O:24][SiH:25]([CH3:27])[CH3:26])[C:8]2[N:9]=[C:10]([C:12]3[S:13][C:14]([CH3:21])([CH3:20])[CH:15]([C:17](Cl)=[O:18])[N:16]=3)[S:11][C:7]=2[CH:6]=1)([CH3:4])([CH3:3])[CH3:2].N1C=CC=CC=1.[C:34]1([NH:40][NH2:41])[CH:39]=[CH:38][CH:37]=[CH:36][CH:35]=1. Product: [C:34]1([NH:40][NH:41][C:17]([CH:15]2[C:14]([CH3:21])([CH3:20])[S:13][C:12]([C:10]3[S:11][C:7]4[CH:6]=[C:5]([C:1]([CH3:4])([CH3:3])[CH3:2])[CH:23]=[C:22]([O:24][SiH:25]([CH3:27])[CH3:26])[C:8]=4[N:9]=3)=[N:16]2)=[O:18])[CH:39]=[CH:38][CH:37]=[CH:36][CH:35]=1. The catalyst class is: 9. (4) Reactant: [CH2:1]([O:8][C:9]1[CH:17]=[CH:16][C:12]([C:13](Cl)=[O:14])=[CH:11][CH:10]=1)[C:2]1[CH:7]=[CH:6][CH:5]=[CH:4]C=1.[CH3:18][N:19]1[CH2:24][CH2:23][CH:22]([O:25][C:26]2[CH:27]=[C:28]([CH:31]=[CH:32][CH:33]=2)[CH2:29][NH2:30])[CH2:21][CH2:20]1. Product: [CH3:18][N:19]1[CH2:24][CH2:23][CH:22]([O:25][C:26]2[CH:27]=[C:28]([CH:31]=[CH:32][CH:33]=2)[CH2:29][NH:30][C:13](=[O:14])[C:12]2[CH:11]=[CH:10][C:9]([O:8][C:1]3[CH:2]=[CH:7][CH:6]=[CH:5][CH:4]=3)=[CH:17][CH:16]=2)[CH2:21][CH2:20]1. The catalyst class is: 2. (5) Reactant: [CH2:1]([C:3]1[NH:4][C:5](=[O:27])[C:6]([CH2:12][C:13]2[CH:18]=[CH:17][C:16]([C:19]3[C:20]([C:25]#[N:26])=[CH:21][CH:22]=[CH:23][CH:24]=3)=[CH:15][CH:14]=2)=[C:7]([CH2:9][CH2:10][CH3:11])[N:8]=1)[CH3:2].[N:28]1([C:34]2[CH:39]=[CH:38][C:37](B(O)O)=[CH:36][CH:35]=2)[CH2:33][CH2:32][O:31][CH2:30][CH2:29]1.C(N(CC)CC)C.N1C=CC=CC=1. Product: [CH2:1]([C:3]1[N:4]([C:37]2[CH:36]=[CH:35][C:34]([N:28]3[CH2:29][CH2:30][O:31][CH2:32][CH2:33]3)=[CH:39][CH:38]=2)[C:5](=[O:27])[C:6]([CH2:12][C:13]2[CH:18]=[CH:17][C:16]([C:19]3[C:20]([C:25]#[N:26])=[CH:21][CH:22]=[CH:23][CH:24]=3)=[CH:15][CH:14]=2)=[C:7]([CH2:9][CH2:10][CH3:11])[N:8]=1)[CH3:2]. The catalyst class is: 560. (6) Reactant: ClC1C=CC2N(C(CC3C(F)=C4C(=CC=3F)N(C)N=C4)=CN=2)N=1.C([Sn](CCCC)(CCCC)C(OCC)=C)CCC.[F:42][C:43]1[C:51]([CH:52]([C:54]2[N:58]3[N:59]=[C:60]([C:63](=[O:65])[CH3:64])[CH:61]=[CH:62][C:57]3=[N:56][CH:55]=2)C)=[C:50]([F:66])[CH:49]=[C:48]2[C:44]=1[CH:45]=[N:46][N:47]2[CH3:67]. Product: [F:42][C:43]1[C:51]([CH2:52][C:54]2[N:58]3[N:59]=[C:60]([C:63](=[O:65])[CH3:64])[CH:61]=[CH:62][C:57]3=[N:56][CH:55]=2)=[C:50]([F:66])[CH:49]=[C:48]2[C:44]=1[CH:45]=[N:46][N:47]2[CH3:67]. The catalyst class is: 492.